This data is from Reaction yield outcomes from USPTO patents with 853,638 reactions. The task is: Predict the reaction yield, written as a fraction of the theoretical maximum amount of product (1.0 means a 100% yield; for example, 0.34 means a 34% yield). (1) The reactants are C1C2C(COC(=O)[NH:17][C@@H:18]([CH2:55][CH2:56][CH2:57][CH2:58][NH:59][C:60](=[O:98])[CH2:61][N:62]3[CH2:73][CH2:72][N:71]([CH2:74][C:75](=[O:81])[O:76][C:77]([CH3:80])([CH3:79])[CH3:78])[CH2:70][CH2:69][N:68]([CH2:82][C:83](=[O:89])[O:84][C:85]([CH3:88])([CH3:87])[CH3:86])[CH2:67][CH2:66][N:65]([CH2:90][C:91]([O:93][C:94]([CH3:97])([CH3:96])[CH3:95])=[O:92])[CH2:64][CH2:63]3)[C:19](=[O:54])[NH:20][CH2:21][CH2:22][CH2:23][CH2:24][C@@H:25]([C:47]([O:49][C:50]([CH3:53])([CH3:52])[CH3:51])=[O:48])[NH:26][C:27](=[O:46])[NH:28][C@H:29]([C:39]([O:41][C:42]([CH3:45])([CH3:44])[CH3:43])=[O:40])[CH2:30][CH2:31][C:32]([O:34][C:35]([CH3:38])([CH3:37])[CH3:36])=[O:33])C3C(=CC=CC=3)C=2C=CC=1.N1CCCCC1. The catalyst is CN(C=O)C. The product is [NH2:17][C@H:18]([C:19](=[O:54])[NH:20][CH2:21][CH2:22][CH2:23][CH2:24][C@@H:25]([C:47]([O:49][C:50]([CH3:53])([CH3:52])[CH3:51])=[O:48])[NH:26][C:27](=[O:46])[NH:28][C@H:29]([C:39]([O:41][C:42]([CH3:45])([CH3:44])[CH3:43])=[O:40])[CH2:30][CH2:31][C:32]([O:34][C:35]([CH3:37])([CH3:36])[CH3:38])=[O:33])[CH2:55][CH2:56][CH2:57][CH2:58][NH:59][C:60](=[O:98])[CH2:61][N:62]1[CH2:73][CH2:72][N:71]([CH2:74][C:75](=[O:81])[O:76][C:77]([CH3:80])([CH3:79])[CH3:78])[CH2:70][CH2:69][N:68]([CH2:82][C:83](=[O:89])[O:84][C:85]([CH3:88])([CH3:87])[CH3:86])[CH2:67][CH2:66][N:65]([CH2:90][C:91]([O:93][C:94]([CH3:95])([CH3:96])[CH3:97])=[O:92])[CH2:64][CH2:63]1. The yield is 0.900. (2) The reactants are [CH2:1]([O:3][C:4](=[O:21])[C:5]([CH3:20])([CH3:19])[CH2:6][CH2:7][CH2:8][CH2:9][CH:10]=[CH:11][C:12]1[CH:17]=[CH:16][CH:15]=[CH:14][C:13]=1[Cl:18])[CH3:2].[BrH:22]. The catalyst is C(O)(=O)C. The product is [CH2:1]([O:3][C:4](=[O:21])[C:5]([CH3:20])([CH3:19])[CH2:6][CH2:7][CH2:8][CH2:9][CH2:10][CH:11]([Br:22])[C:12]1[CH:17]=[CH:16][CH:15]=[CH:14][C:13]=1[Cl:18])[CH3:2]. The yield is 0.818.